Dataset: Forward reaction prediction with 1.9M reactions from USPTO patents (1976-2016). Task: Predict the product of the given reaction. Given the reactants [CH3:1][C:2]1([OH:12])[CH:9]2[CH2:10][CH:5]3[CH2:6][CH:7]([CH2:11][CH:3]1[CH2:4]3)[CH2:8]2.C(N(CC)CC)C.[F:20][C:21]([F:28])([F:27])[C:22](=[CH2:26])[C:23](Cl)=[O:24], predict the reaction product. The product is: [F:20][C:21]([F:28])([F:27])[C:22](=[CH2:26])[C:23]([O:12][C:2]1([CH3:1])[CH:3]2[CH2:11][CH:7]3[CH2:6][CH:5]([CH2:10][CH:9]1[CH2:8]3)[CH2:4]2)=[O:24].